Dataset: Forward reaction prediction with 1.9M reactions from USPTO patents (1976-2016). Task: Predict the product of the given reaction. (1) Given the reactants [OH:1][C:2]1[CH:3]=[C:4]2[C:8](=[CH:9][CH:10]=1)[NH:7][CH:6]=[CH:5]2.C(=O)([O-])[O-].[Cs+].[Cs+].Br[CH2:18][C:19]([O:21][CH2:22]C)=[O:20].O, predict the reaction product. The product is: [NH:7]1[C:8]2[C:4](=[CH:3][C:2]([O:1][CH2:18][C:19]([O:21][CH3:22])=[O:20])=[CH:10][CH:9]=2)[CH:5]=[CH:6]1. (2) Given the reactants [NH2:1][CH2:2][C:3]1[CH:4]=[C:5]([CH2:9][N:10]2[C:18]3[C:13](=[C:14]([O:20][CH3:21])[CH:15]=[C:16](F)[CH:17]=3)[C:12]([NH:22][S:23]([C:26]3[S:27][C:28]([Cl:31])=[CH:29][CH:30]=3)(=[O:25])=[O:24])=[N:11]2)[CH:6]=[CH:7][CH:8]=1.CC(OC([N:39]1[CH2:44][CH2:43][O:42][CH2:41][C@@H:40]1[C:45]([OH:47])=O)=O)(C)C.CN(C(ON1N=NC2C=CC=NC1=2)=[N+](C)C)C.[F:65][P-](F)(F)(F)(F)F.CCN(C(C)C)C(C)C.[F:81][C:82]([F:87])([F:86])[C:83]([OH:85])=[O:84], predict the reaction product. The product is: [Cl:31][C:28]1[S:27][C:26]([S:23]([NH:22][C:12]2[C:13]3[C:18](=[CH:17][CH:16]=[C:15]([F:65])[C:14]=3[O:20][CH3:21])[N:10]([CH2:9][C:5]3[CH:4]=[C:3]([CH2:2][NH:1][C:45]([C@H:40]4[CH2:41][O:42][CH2:43][CH2:44][NH:39]4)=[O:47])[CH:8]=[CH:7][CH:6]=3)[N:11]=2)(=[O:25])=[O:24])=[CH:30][CH:29]=1.[C:83]([OH:85])([C:82]([F:87])([F:86])[F:81])=[O:84].